This data is from Forward reaction prediction with 1.9M reactions from USPTO patents (1976-2016). The task is: Predict the product of the given reaction. Given the reactants C([N:8](C(O)=O)[C@H:9]([C:22]1[N:23]=[C:24]([C:27]2[CH:32]=[CH:31][C:30]([OH:33])=[CH:29][CH:28]=2)[S:25][CH:26]=1)[CH2:10][CH2:11][CH2:12][CH2:13][NH:14][C:15](=[O:21])[O:16][C:17]([CH3:20])([CH3:19])[CH3:18])C1C=CC=CC=1.Cl.[CH3:38][N:39]([CH2:41][CH2:42]Cl)[CH3:40].C(=O)([O-])[O-].[K+].[K+], predict the reaction product. The product is: [NH2:8][C@H:9]([C:22]1[N:23]=[C:24]([C:27]2[CH:32]=[CH:31][C:30]([O:33][CH2:42][CH2:41][N:39]([CH3:40])[CH3:38])=[CH:29][CH:28]=2)[S:25][CH:26]=1)[CH2:10][CH2:11][CH2:12][CH2:13][NH:14][C:15](=[O:21])[O:16][C:17]([CH3:20])([CH3:19])[CH3:18].